Predict which catalyst facilitates the given reaction. From a dataset of Catalyst prediction with 721,799 reactions and 888 catalyst types from USPTO. Reactant: C[O:2][C:3](=[O:27])[C@@H:4]([N:9]1[CH2:13][C:12]2[CH2:14][C:15]3[C:16]([O:24][CH3:25])=[CH:17][CH:18]=[C:19]([O:22][CH3:23])[C:20]=3[O:21][C:11]=2[C:10]1=[O:26])[CH2:5][CH:6]([CH3:8])[CH3:7].O.[OH-].[Li+]. Product: [CH3:23][O:22][C:19]1[C:20]2[O:21][C:11]3[C:10](=[O:26])[N:9]([C@@H:4]([CH2:5][CH:6]([CH3:8])[CH3:7])[C:3]([OH:27])=[O:2])[CH2:13][C:12]=3[CH2:14][C:15]=2[C:16]([O:24][CH3:25])=[CH:17][CH:18]=1. The catalyst class is: 30.